Dataset: Reaction yield outcomes from USPTO patents with 853,638 reactions. Task: Predict the reaction yield, written as a fraction of the theoretical maximum amount of product (1.0 means a 100% yield; for example, 0.34 means a 34% yield). The reactants are Br[C:2]1[CH:3]=[C:4]([CH:7]=[CH:8][CH:9]=1)[C:5]#[N:6].C([O:13][B:14](OC(C)C)[O:15]C(C)C)(C)C.C([Li])CCC.S(=O)(=O)(O)O.[OH-].[Na+]. The catalyst is O1CCCC1.CCCCCC. The product is [C:5]([C:4]1[CH:3]=[C:2]([B:14]([OH:15])[OH:13])[CH:9]=[CH:8][CH:7]=1)#[N:6]. The yield is 0.720.